Dataset: Reaction yield outcomes from USPTO patents with 853,638 reactions. Task: Predict the reaction yield, written as a fraction of the theoretical maximum amount of product (1.0 means a 100% yield; for example, 0.34 means a 34% yield). (1) The reactants are [C:1]([O:5][C:6](=[O:20])[CH2:7][N:8]([S:10]([C:13]1[CH:18]=[CH:17][C:16](F)=[CH:15][CH:14]=1)(=[O:12])=[O:11])[CH3:9])([CH3:4])([CH3:3])[CH3:2].[CH2:21]([NH2:24])[C:22]#[CH:23]. The catalyst is CN(C)C=O. The product is [CH3:9][N:8]([S:10]([C:13]1[CH:18]=[CH:17][C:16]([NH:24][CH2:21][C:22]#[CH:23])=[CH:15][CH:14]=1)(=[O:12])=[O:11])[CH2:7][C:6]([O:5][C:1]([CH3:4])([CH3:3])[CH3:2])=[O:20]. The yield is 0.530. (2) The reactants are [NH2:1][C:2]1[CH:18]=[CH:17][CH:16]=[C:15]([S:19][C:20]2[CH:25]=[CH:24][C:23]([N+:26]([O-:28])=[O:27])=[CH:22][CH:21]=2)[C:3]=1[C:4]([NH:6][C:7]1[CH:12]=[CH:11][CH:10]=[CH:9][C:8]=1[O:13][CH3:14])=[O:5].Br[CH2:30][CH2:31][NH:32][CH2:33][CH2:34]Br.[OH-].[Na+]. The catalyst is CN(C=O)C. The product is [CH3:14][O:13][C:8]1[CH:9]=[CH:10][CH:11]=[CH:12][C:7]=1[NH:6][C:4](=[O:5])[C:3]1[C:2]([N:1]2[CH2:34][CH2:33][NH:32][CH2:31][CH2:30]2)=[CH:18][CH:17]=[CH:16][C:15]=1[S:19][C:20]1[CH:21]=[CH:22][C:23]([N+:26]([O-:28])=[O:27])=[CH:24][CH:25]=1. The yield is 0.820. (3) The reactants are Cl[C:2]1[CH:3]=[CH:4][C:5]([O:20][CH3:21])=[C:6]([C:8]2[CH:13]=[CH:12][C:11]([S:14]([CH2:17][CH3:18])(=[O:16])=[O:15])=[CH:10][C:9]=2[F:19])[CH:7]=1.C([O-])(=O)C.[K+].[B:27]1([B:27]2[O:31][C:30]([CH3:33])([CH3:32])[C:29]([CH3:35])([CH3:34])[O:28]2)[O:31][C:30]([CH3:33])([CH3:32])[C:29]([CH3:35])([CH3:34])[O:28]1.C1(P(C2CCCCC2)C2CCCCC2)CCCCC1. The catalyst is COCCOC.C1C=CC(/C=C/C(/C=C/C2C=CC=CC=2)=O)=CC=1.C1C=CC(/C=C/C(/C=C/C2C=CC=CC=2)=O)=CC=1.C1C=CC(/C=C/C(/C=C/C2C=CC=CC=2)=O)=CC=1.[Pd].[Pd]. The product is [CH2:17]([S:14]([C:11]1[CH:12]=[CH:13][C:8]([C:6]2[C:5]([O:20][CH3:21])=[CH:4][CH:3]=[C:2]([B:27]3[O:31][C:30]([CH3:33])([CH3:32])[C:29]([CH3:35])([CH3:34])[O:28]3)[CH:7]=2)=[C:9]([F:19])[CH:10]=1)(=[O:16])=[O:15])[CH3:18]. The yield is 0.150. (4) The reactants are [CH2:1]([C:8]1[NH:13][C:12](=[O:14])[C:11]([C:15]2[CH:20]=[CH:19][C:18]([OH:21])=[CH:17][CH:16]=2)=[CH:10][N:9]=1)[C:2]1[CH:7]=[CH:6][CH:5]=[CH:4][CH:3]=1.Cl[C:23]1[C:32]2[C:27](=[CH:28][C:29]([O:35][CH2:36][CH2:37][CH2:38][N:39]3[CH2:44][CH2:43][O:42][CH2:41][CH2:40]3)=[C:30]([O:33][CH3:34])[CH:31]=2)[N:26]=[CH:25][CH:24]=1. The catalyst is BrC1C=CC=CC=1.CN(C1C=CN=CC=1)C. The product is [CH2:1]([C:8]1[NH:13][C:12](=[O:14])[C:11]([C:15]2[CH:16]=[CH:17][C:18]([O:21][C:23]3[C:32]4[C:27](=[CH:28][C:29]([O:35][CH2:36][CH2:37][CH2:38][N:39]5[CH2:40][CH2:41][O:42][CH2:43][CH2:44]5)=[C:30]([O:33][CH3:34])[CH:31]=4)[N:26]=[CH:25][CH:24]=3)=[CH:19][CH:20]=2)=[CH:10][N:9]=1)[C:2]1[CH:3]=[CH:4][CH:5]=[CH:6][CH:7]=1. The yield is 0.530. (5) The reactants are [NH2:1][C@@H:2]([CH2:14][C:15]1[CH:20]=[CH:19][C:18]([C:21]2[CH:26]=[CH:25][C:24]([O:27][CH3:28])=[CH:23][CH:22]=2)=[CH:17][CH:16]=1)[C:3]([NH:5][CH:6]([C:11](=[O:13])[NH2:12])[CH2:7][CH:8]([CH3:10])[CH3:9])=[O:4].[CH2:29]([O:31][C:32]([CH2:34][C@@H:35]([CH2:39][CH:40]([CH3:42])[CH3:41])[C:36](O)=[O:37])=[O:33])[CH3:30].C(Cl)CCl.C1C=CC2N(O)N=NC=2C=1.CN1CCOCC1. The catalyst is ClCCl. The product is [C:11]([C@@H:6]([NH:5][C:3]([C@@H:2]([NH:1][C:36]([C@H:35]([CH2:39][CH:40]([CH3:41])[CH3:42])[CH2:34][C:32]([O:31][CH2:29][CH3:30])=[O:33])=[O:37])[CH2:14][C:15]1[CH:16]=[CH:17][C:18]([C:21]2[CH:26]=[CH:25][C:24]([O:27][CH3:28])=[CH:23][CH:22]=2)=[CH:19][CH:20]=1)=[O:4])[CH2:7][CH:8]([CH3:9])[CH3:10])(=[O:13])[NH2:12]. The yield is 0.660. (6) The reactants are [F:1][C:2]1[C:7]([NH2:8])=[CH:6][CH:5]=[C:4]([F:9])[C:3]=1[NH:10][C:11]1[C:16]([C:17]2[N:25]=[CH:24][N:23]=[C:22]3[C:18]=2[N:19]=[CH:20][N:21]3[CH:26]2[CH2:31][CH2:30][CH2:29][CH2:28][O:27]2)=[CH:15][CH:14]=[CH:13][N:12]=1.[CH3:32][O:33][C:34]([C:36]1[S:37][CH:38]=[CH:39][C:40]=1[S:41](Cl)(=[O:43])=[O:42])=[O:35].N1C=CC=CC=1. The catalyst is ClCCl. The product is [CH3:32][O:33][C:34]([C:36]1[S:37][CH:38]=[CH:39][C:40]=1[S:41](=[O:43])(=[O:42])[NH:8][C:7]1[CH:6]=[CH:5][C:4]([F:9])=[C:3]([NH:10][C:11]2[C:16]([C:17]3[N:25]=[CH:24][N:23]=[C:22]4[C:18]=3[N:19]=[CH:20][N:21]4[CH:26]3[CH2:31][CH2:30][CH2:29][CH2:28][O:27]3)=[CH:15][CH:14]=[CH:13][N:12]=2)[C:2]=1[F:1])=[O:35]. The yield is 0.860. (7) The reactants are COC1C=C([N+]([O-])=O)C=CC=1O.[OH:13][C:14]([CH3:34])([CH3:33])[CH2:15][O:16][C:17]1[CH:22]=[CH:21][C:20]([N:23]2[CH:28]=[CH:27][NH:26][C:25](=O)[C:24]2=[O:30])=[CH:19][C:18]=1[O:31][CH3:32].C(N(C(C)C)C(C)C)C.C1CN([P+](ON2N=NC3C=CC=CC2=3)(N2CCCC2)N2CCCC2)CC1.F[P-](F)(F)(F)(F)F.[N:77]1[CH:82]=[CH:81][CH:80]=[CH:79][C:78]=1[CH2:83][CH2:84][SH:85]. The catalyst is CN(C=O)C. The product is [OH:13][C:14]([CH3:34])([CH3:33])[CH2:15][O:16][C:17]1[CH:22]=[CH:21][C:20]([N:23]2[CH:28]=[CH:27][N:26]=[C:25]([S:85][CH2:84][CH2:83][C:78]3[CH:79]=[CH:80][CH:81]=[CH:82][N:77]=3)[C:24]2=[O:30])=[CH:19][C:18]=1[O:31][CH3:32]. The yield is 0.680.